From a dataset of Drug-target binding data from BindingDB using IC50 measurements. Regression. Given a target protein amino acid sequence and a drug SMILES string, predict the binding affinity score between them. We predict pIC50 (pIC50 = -log10(IC50 in M); higher means more potent). Dataset: bindingdb_ic50. (1) The small molecule is CC(C)(C)OC(=O)NCc1ccc(C(=O)N[C@H]2CCOC2=O)cc1. The target protein sequence is MHDEREGYLEILSRITTEEEFFSLVLEICGNYGFEFFSFGARAPFPLTAPKYHFLSNYPGEWKSRYISEDYTSIDPIVRHGLLEYTPLIWNGEDFQENRFFWEEALHHGIRHGWSIPVRGKYGLISMLSLVRSSESIAATEILEKESFLLWITSMLQATFGDLLAPRIVPESNVRLTARETEMLKWTAVGKTYGEIGLILSIDQRTVKFHIVNAMRKLNSSNKAEATMKAYAIGLLN. The pIC50 is 6.7. (2) The drug is CC(=O)NCCNCc1ccc(OCc2cccc(-c3ccccc3)c2C)cc1OCc1cc(F)cc(OC(F)(F)F)c1. The target protein (Q9NZQ7) has sequence MRIFAVFIFMTYWHLLNAFTVTVPKDLYVVEYGSNMTIECKFPVEKQLDLAALIVYWEMEDKNIIQFVHGEEDLKVQHSSYRQRARLLKDQLSLGNAALQITDVKLQDAGVYRCMISYGGADYKRITVKVNAPYNKINQRILVVDPVTSEHELTCQAEGYPKAEVIWTSSDHQVLSGKTTTTNSKREEKLFNVTSTLRINTTTNEIFYCTFRRLDPEENHTAELVIPELPLAHPPNERTHLVILGAILLCLGVALTFIFRLRKGRMMDVKKCGIQDTNSKKQSDTHLEET. The pIC50 is 5.0. (3) The drug is CCCCCCN(CCCCCC)c1nc(-c2cccn2Cc2ccccc2)nc(N(CCCC)CCCC)n1. The target protein (P9WI55) has sequence MQFDVTIEIPKGQRNKYEVDHETGRVRLDRYLYTPMAYPTDYGFIEDTLGDDGDPLDALVLLPQPVFPGVLVAARPVGMFRMVDEHGGDDKVLCVPAGDPRWDHVQDIGDVPAFELDAIKHFFVHYKDLEPGKFVKAADWVDRAEAEAEVQRSVERFKAGTH. The pIC50 is 3.2. (4) The compound is N#Cc1ccc2cc3c(=O)[nH]c(=O)nc-3n(-c3ccccc3)c2c1. The target protein sequence is MASGSSSDAAEPAGPAGRAASAPEAAQAEEDRVKRRRLQCLGFALVGGCDPTMVPSVLRENDWQTQKALSAYFELPENDQGWPRQPPTSFKSEAYVDLTNEDANDTTILEASPSGTPLEDSSTISFITWNIDGLDGCNLPERARGVCSCLALYSPDVVFLQEVIPPYCAYLKKRAASYTIITGNEEGYFTAILLKKGRVKFKSQEIIPFPNTKMMRNLLCVNVSLGGNEFCLMTSHLESTRGHAAERIRQLKTVLGKMQEAPDSTTVIFAGDTNLRDREVTRCGGLPDNVFDAWEFLGKPKHCQYTWDTKANNNLGITAACKHRFDRIFFRAEEGHLIPQSLDLVGLEKLDCGRFPSDHWGLLCTLNVVL. The pIC50 is 5.4. (5) The small molecule is CCCc1ccc(C(=O)Nc2cc(Cl)ccc2C(=O)O)cc1. The target protein sequence is MSRRLNNILEHISIQGNDGETVRAVKRDVAMAALTNQFTMSVESMRQIMTYLLYEMVEGLEGRESTVRMLPSYVYKADPKRATGVFYALDLGGTNFRVLRVACKEGAVVDSSTSAFKIPKYALEGNATDLFDFIASNVKKTMETRAPEDLNRTVPLGFTFSFPVEQTKVNRGVLIRWTKGFSTKGVQGNDVIALLQAAFGRVSLKVNVVALCNDTVATMISHYFKDPEVQVGVIIGTGSNACYFETASAVTKDPAVAARGSALTPISMESGNFDSKYRFVLPTTKFDLDIDDASLNKGQQALEKMISGMYLGEIARRVIVHLSSINCLPAALQTALGNRGSFESRFAGMISADRMPGLQFTRSTIQKVCGVDVQSIEDLRIIRDVCRLVRGRAAQLSASFCCAPLVKTQTQGRATIAIDGSVFEKIPSFRRVLQDNINRILGPECDVRAVLAKGGSGVGAALISAIVADGK. The pIC50 is 5.3. (6) The drug is O=C(Oc1ccc([N+](=O)[O-])cc1)N1CCN(Cc2ccc(-c3ccccc3OC(F)(F)F)o2)CC1. The target protein sequence is MDLDVVNMFVIAGGTLAIPILAFVASFLLWPSALIRIYYWYWRRTLGMQVRYAHHEDYQFCYSFRGRPGHKPSILMLHGFSAHKDMWLSVVKFLPKNLHLVCVDMPGHEGTTRSSLDDLSIVGQVKRIHQFVECLKLNKKPFHLIGTSMGGHVAGVYAAYYPSDVCSLSLVCPAGLQYSTDNPFVQRLKELEESAAIQKIPLIPSTPEEMSEMLQLCSYVRFKVPQQILQGLVDVRIPHNSFYRKLFLEIVNEKSRYSLHENMDKIKVPTQIIWGKQDQVLDVSGADILAKSISNSQVEVLENCGHSVVMERPRKTAKLIVDFLASVHNTDNKKLN. The pIC50 is 6.7. (7) The drug is O=C(NO)c1ccc(Cc2ccccc2)cc1O. The target protein (P80025) has sequence MWVCLQLPVFLASVTLFEVAASDTIAQAASTTTISDAVSKVKIQVNKAFLDSRTRLKTTLSSEAPTTQQLSEYFKHAKGRTRTAIRNGQVWEESLKRLRRDTTLTNVTDPSLDLTALSWEVGCGAPVPLVKCDENSPYRTITGDCNNRRSPALGAANRALARWLPAEYEDGLALPFGWTQRKTRNGFRVPLAREVSNKIVGYLDEEGVLDQNRSLLFMQWGQIVDHDLDFAPETELGSNEHSKTQCEEYCIQGDNCFPIMFPKNDPKLKTQGKCMPFFRAGFVCPTPPYQSLAREQINAVTSFLDASLVYGSEPSLASRLRNLSSPLGLMAVNQEAWDHGLAYLPFNNKKPSPCEFINTTARVPCFLAGDFRASEQILLATAHTLLLREHNRLARELKKLNPHWNGEKLYQEARKILGAFIQIITFRDYLPIVLGSEMQKWIPPYQGYNNSVDPRISNVFTFAFRFGHMEVPSTVSRLDENYQPWGPEAELPLHTLFFNT.... The pIC50 is 7.4. (8) The compound is OC[C@H]1C[C@@H](O)CCN1CCc1ccc(Nc2nc(-c3ccc(C(F)(F)F)cc3)cs2)cc1. The target protein (Q8CI15) has sequence MEPVECPRGLLPRPCRVLVLLNPQGGKGKALQLFQSRVQPFLEEAEITFKLILTERKNHARELVCAEELGHWDALAVMSGDGLMHEVVNGLMERPDWETAIQKPLCSLPGGSGNALAASVNHYAGYEQVTNEDLLINCTLLLCRRRLSPMNLLSLHTASGLRLYSVLSLSWGFVADVDLESEKYRRLGEIRFTVGTFFRLASLRIYQGQLAYLPVGTVASKRPASTLVQKGPVDTHLVPLEEPVPSHWTVVPEQDFVLVLVLLHTHLSSELFAAPMGRCEAGVMHLFYVRAGVSRAALLRLFLAMQKGKHMELDCPYLVHVPVVAFRLEPRSQRGVFSVDGELMVCEAVQGQVHPNYLWMVCGSRDAPSGRDSRRGPPPEEP. The pIC50 is 7.2.